This data is from Catalyst prediction with 721,799 reactions and 888 catalyst types from USPTO. The task is: Predict which catalyst facilitates the given reaction. Reactant: [CH:1]1([OH:7])[CH2:6][CH2:5][CH2:4][CH:3]=[CH:2]1.[C:8]([NH:11][C:12]1[CH:17]=[CH:16][CH:15]=[CH:14][C:13]=1O)(=[O:10])[CH3:9].C1(P(C2C=CC=CC=2)C2C=CC=CC=2)C=CC=CC=1.C(OC(=O)ON=NOC(=O)OCC)C. Product: [CH:1]1([O:7][C:13]2[CH:14]=[CH:15][CH:16]=[CH:17][C:12]=2[NH:11][C:8](=[O:10])[CH3:9])[CH2:6][CH2:5][CH2:4][CH:3]=[CH:2]1. The catalyst class is: 1.